From a dataset of Forward reaction prediction with 1.9M reactions from USPTO patents (1976-2016). Predict the product of the given reaction. Given the reactants Br[C:2]1[C:6]2[C:7]([CH3:11])=[CH:8][CH:9]=[CH:10][C:5]=2[S:4][N:3]=1.[NH2:12][CH2:13][CH2:14][CH2:15][NH2:16], predict the reaction product. The product is: [CH3:11][C:7]1[C:6]2[C:2]([NH:12][CH2:13][CH2:14][CH2:15][NH2:16])=[N:3][S:4][C:5]=2[CH:10]=[CH:9][CH:8]=1.